Dataset: Forward reaction prediction with 1.9M reactions from USPTO patents (1976-2016). Task: Predict the product of the given reaction. (1) Given the reactants [C:1]1([CH:7]2[NH:12][CH2:11][CH2:10][N:9]([CH2:13][C:14]3[CH:19]=[CH:18][C:17]([C:20]4[CH:25]=[CH:24][CH:23]=[CH:22][C:21]=4[C:26]([F:29])([F:28])[F:27])=[CH:16][CH:15]=3)[CH2:8]2)[CH:6]=[CH:5][CH:4]=[CH:3][CH:2]=1.[CH3:30][N:31]=[C:32]=[O:33], predict the reaction product. The product is: [CH3:30][NH:31][C:32]([N:12]1[CH2:11][CH2:10][N:9]([CH2:13][C:14]2[CH:19]=[CH:18][C:17]([C:20]3[CH:25]=[CH:24][CH:23]=[CH:22][C:21]=3[C:26]([F:28])([F:29])[F:27])=[CH:16][CH:15]=2)[CH2:8][CH:7]1[C:1]1[CH:2]=[CH:3][CH:4]=[CH:5][CH:6]=1)=[O:33]. (2) Given the reactants C(O[C:6]1[N:14]=[C:13]2[C:9]([N:10]=[C:11]([O:25][CH3:26])[N:12]2[CH2:15][CH2:16][CH2:17][NH:18][CH2:19][CH:20]2[CH2:24][CH2:23][CH2:22][O:21]2)=[C:8]([NH2:27])[N:7]=1)CCC.FC(F)(F)C(O)=O.[CH2:35]([NH:39]C1N=C2C(N=C(OC)N2)=C(N)N=1)[CH2:36][CH2:37][CH3:38].BrCCCBr, predict the reaction product. The product is: [CH2:35]([NH:39][C:6]1[N:14]=[C:13]2[C:9]([N:10]=[C:11]([O:25][CH3:26])[N:12]2[CH2:15][CH2:16][CH2:17][NH:18][CH2:19][CH:20]2[CH2:24][CH2:23][CH2:22][O:21]2)=[C:8]([NH2:27])[N:7]=1)[CH2:36][CH2:37][CH3:38]. (3) Given the reactants I[C:2]1[CH:14]=[CH:13][C:5]2[S:6][C:7]([C:9]([O:11][CH3:12])=[O:10])=[CH:8][C:4]=2[CH:3]=1.I[C:16]([F:25])([F:24])[C:17](F)(F)[C:18]([F:21])([F:20])[F:19].CN(C)C=O.N, predict the reaction product. The product is: [F:24][C:16]([F:25])([C:2]1[CH:14]=[CH:13][C:5]2[S:6][C:7]([C:9]([O:11][CH3:12])=[O:10])=[CH:8][C:4]=2[CH:3]=1)[CH2:17][C:18]([F:21])([F:20])[F:19].